Dataset: Reaction yield outcomes from USPTO patents with 853,638 reactions. Task: Predict the reaction yield, written as a fraction of the theoretical maximum amount of product (1.0 means a 100% yield; for example, 0.34 means a 34% yield). (1) The reactants are [ClH:1].[NH2:2][C:3]([CH3:16])([CH3:15])[CH2:4][C:5]([N:7]([CH2:9][CH2:10][N+:11]([CH3:14])([CH3:13])[CH3:12])[CH3:8])=[O:6].C(O[Cl:22])(C)(C)C. The catalyst is CO. The product is [Cl-:22].[Cl:1][N:2]([Cl:22])[C:3]([CH3:16])([CH3:15])[CH2:4][C:5]([N:7]([CH2:9][CH2:10][N+:11]([CH3:12])([CH3:14])[CH3:13])[CH3:8])=[O:6]. The yield is 0.390. (2) The reactants are [Cl:1][C:2]1[C:3]([F:31])=[C:4]([CH:8]2[C:12]([C:15]3[CH:20]=[CH:19][C:18]([Cl:21])=[CH:17][C:16]=3[F:22])([C:13]#[N:14])[CH:11]([CH2:23][C:24]([CH3:27])([CH3:26])[CH3:25])[NH:10][CH:9]2[C:28](O)=[O:29])[CH:5]=[CH:6][CH:7]=1.Cl.[CH3:33][O:34][C:35]([C:37]1([NH2:40])[CH2:39][CH2:38]1)=[O:36].CN(C(ON1N=NC2C=CC=NC1=2)=[N+](C)C)C.F[P-](F)(F)(F)(F)F.CCN(C(C)C)C(C)C. The catalyst is C(Cl)Cl. The product is [CH3:33][O:34][C:35]([C:37]1([NH:40][C:28]([C@H:9]2[C@H:8]([C:4]3[CH:5]=[CH:6][CH:7]=[C:2]([Cl:1])[C:3]=3[F:31])[C@:12]([C:15]3[CH:20]=[CH:19][C:18]([Cl:21])=[CH:17][C:16]=3[F:22])([C:13]#[N:14])[C@H:11]([CH2:23][C:24]([CH3:27])([CH3:26])[CH3:25])[NH:10]2)=[O:29])[CH2:39][CH2:38]1)=[O:36]. The yield is 0.496. (3) The reactants are [Cl:1][C:2]1[N:3]=[CH:4][N:5]([C:16]2[CH:21]=[CH:20][C:19]([S:22]([NH2:25])(=[O:24])=[O:23])=[CH:18][CH:17]=2)[C:6]=1[C:7]1[CH:12]=[CH:11][C:10]([O:13][CH3:14])=[C:9]([F:15])[CH:8]=1.[P:26](Cl)([O:35][C:36]1[CH:41]=[CH:40][CH:39]=[CH:38][CH:37]=1)([O:28][C:29]1[CH:34]=[CH:33][CH:32]=[CH:31][CH:30]=1)=[O:27]. No catalyst specified. The product is [Cl:1][C:2]1[N:3]=[CH:4][N:5]([C:16]2[CH:17]=[CH:18][C:19]([S:22]([NH:25][P:26](=[O:27])([O:35][C:36]3[CH:41]=[CH:40][CH:39]=[CH:38][CH:37]=3)[O:28][C:29]3[CH:30]=[CH:31][CH:32]=[CH:33][CH:34]=3)(=[O:23])=[O:24])=[CH:20][CH:21]=2)[C:6]=1[C:7]1[CH:12]=[CH:11][C:10]([O:13][CH3:14])=[C:9]([F:15])[CH:8]=1. The yield is 0.100. (4) The reactants are [CH3:1][O:2][C:3]1[CH:20]=[CH:19][C:6]([CH2:7][N:8]2[C:12]3[NH:13][CH2:14][CH2:15][CH2:16][C:17](=[O:18])[C:11]=3[CH:10]=[N:9]2)=[CH:5][CH:4]=1.C1OCCOCCOCCOCCOC1.CC([O-])(C)C.[Na+].[Cl:42][C:43]1[CH:44]=[CH:45][C:46]([CH2:49]Cl)=[N:47][CH:48]=1. The catalyst is C1COCC1. The product is [Cl:42][C:43]1[CH:44]=[CH:45][C:46]([CH2:49][N:13]2[CH2:14][CH2:15][CH2:16][C:17](=[O:18])[C:11]3[CH:10]=[N:9][N:8]([CH2:7][C:6]4[CH:5]=[CH:4][C:3]([O:2][CH3:1])=[CH:20][CH:19]=4)[C:12]2=3)=[N:47][CH:48]=1. The yield is 0.420. (5) The reactants are [C:1]1([CH:7]2[CH2:12][N:11]([C:13]3[CH:18]=[CH:17][CH:16]=[CH:15][CH:14]=3)[CH2:10][CH2:9][N:8]2C(OCC2C=CC=CC=2)=O)[CH:6]=[CH:5][CH:4]=[CH:3][CH:2]=1. The catalyst is O1CCCC1.CO.[Pd]. The product is [C:13]1([N:11]2[CH2:10][CH2:9][NH:8][CH:7]([C:1]3[CH:6]=[CH:5][CH:4]=[CH:3][CH:2]=3)[CH2:12]2)[CH:18]=[CH:17][CH:16]=[CH:15][CH:14]=1. The yield is 0.930.